The task is: Predict the reaction yield, written as a fraction of the theoretical maximum amount of product (1.0 means a 100% yield; for example, 0.34 means a 34% yield).. This data is from Reaction yield outcomes from USPTO patents with 853,638 reactions. (1) The reactants are [C:1]([NH:9][CH2:10][CH:11]1[CH2:16][CH2:15][CH2:14][CH:13]([N:17]2[C:26]3[CH:25]=[CH:24][CH:23]=[C:22]([C:27]([OH:29])=[O:28])[C:21]=3[C:20]3=[N:30][O:31][C:32]([CH3:33])=[C:19]3[C:18]2=[O:34])[CH2:12]1)(=[O:8])[C:2]1[CH:7]=[CH:6][CH:5]=[CH:4][CH:3]=1.I[CH2:36][CH3:37].C([O-])([O-])=O.[Cs+].[Cs+]. The catalyst is CN(C=O)C.CCOC(C)=O. The product is [CH2:36]([O:28][C:27]([C:22]1[C:21]2[C:20]3[C:19](=[C:32]([CH3:33])[O:31][N:30]=3)[C:18](=[O:34])[N:17]([CH:13]3[CH2:14][CH2:15][CH2:16][CH:11]([CH2:10][NH:9][C:1](=[O:8])[C:2]4[CH:7]=[CH:6][CH:5]=[CH:4][CH:3]=4)[CH2:12]3)[C:26]=2[CH:25]=[CH:24][CH:23]=1)=[O:29])[CH3:37]. The yield is 0.800. (2) The product is [Cl:1][C:2]1[N:7]=[N:6][C:5](/[N:8]=[CH:11]/[N:12]([CH3:14])[CH3:13])=[CH:4][CH:3]=1. No catalyst specified. The reactants are [Cl:1][C:2]1[N:7]=[N:6][C:5]([NH2:8])=[CH:4][CH:3]=1.CO[CH:11](OC)[N:12]([CH3:14])[CH3:13]. The yield is 0.829. (3) The reactants are [CH3:1][NH:2][C:3]([C:5]1[C:13]2[C:8](=[N:9][C:10]([N:15]([CH2:20][CH2:21][N:22]([CH2:35][CH:36]=[CH2:37])[S:23]([C:26]3[CH:31]=[CH:30][CH:29]=[CH:28][C:27]=3[N+:32]([O-:34])=[O:33])(=[O:25])=[O:24])[S:16]([CH3:19])(=[O:18])=[O:17])=[C:11](I)[CH:12]=2)[O:7][C:6]=1[C:38]1[CH:43]=[CH:42][C:41]([F:44])=[CH:40][CH:39]=1)=[O:4].C1(P(C2C=CC=CC=2)CCCP(C2C=CC=CC=2)C2C=CC=CC=2)C=CC=CC=1.C(=O)([O-])[O-].[K+].[K+]. The catalyst is CN(C=O)C.O.C(O[Pd]OC(=O)C)(=O)C. The product is [CH3:1][NH:2][C:3]([C:5]1[C:13]2[CH:12]=[C:11]3[C:36](=[CH2:37])[CH2:35][N:22]([S:23]([C:26]4[CH:31]=[CH:30][CH:29]=[CH:28][C:27]=4[N+:32]([O-:34])=[O:33])(=[O:25])=[O:24])[CH2:21][CH2:20][N:15]([S:16]([CH3:19])(=[O:18])=[O:17])[C:10]3=[N:9][C:8]=2[O:7][C:6]=1[C:38]1[CH:43]=[CH:42][C:41]([F:44])=[CH:40][CH:39]=1)=[O:4]. The yield is 0.270. (4) The reactants are Cl.[Cl:2][C:3]1[CH:28]=[CH:27][C:6]2[N:7]3[C:11]([CH2:12][NH:13][CH2:14][C:5]=2[CH:4]=1)=[N:10][N:9]=[C:8]3[C@H:15]1[CH2:20][CH2:19][C@H:18]([C:21]2[N:25]=[C:24]([CH3:26])[O:23][N:22]=2)[CH2:17][CH2:16]1.C(N(C(C)C)C(C)C)C.FC(F)(F)S(O[CH2:44][CH:45]([F:47])[F:46])(=O)=O. The catalyst is ClCCl. The product is [Cl:2][C:3]1[CH:28]=[CH:27][C:6]2[N:7]3[C:11]([CH2:12][N:13]([CH2:44][CH:45]([F:47])[F:46])[CH2:14][C:5]=2[CH:4]=1)=[N:10][N:9]=[C:8]3[C@H:15]1[CH2:20][CH2:19][C@H:18]([C:21]2[N:25]=[C:24]([CH3:26])[O:23][N:22]=2)[CH2:17][CH2:16]1. The yield is 0.330. (5) The reactants are [C:1]([N:8]1[CH2:15][CH2:14][CH2:13][C@H:9]1[C:10]([OH:12])=[O:11])([O:3][C:4]([CH3:7])([CH3:6])[CH3:5])=[O:2].C(N(CC)CC)C.ClC(OCC)=O.[CH2:29]([O:36][C:37](=[O:52])[C@H:38]([CH2:40][CH2:41][C:42]([O:44][CH2:45][C:46]1[CH:51]=[CH:50][CH:49]=[CH:48][CH:47]=1)=[O:43])[NH2:39])[C:30]1[CH:35]=[CH:34][CH:33]=[CH:32][CH:31]=1. The catalyst is ClCCl. The product is [C:1]([N:8]1[CH2:15][CH2:14][CH2:13][C@H:9]1[C:10]([OH:12])=[O:11])([O:3][C:4]([CH3:7])([CH3:6])[CH3:5])=[O:2].[CH2:29]([O:36][C:37](=[O:52])[C@H:38]([CH2:40][CH2:41][C:42]([O:44][CH2:45][C:46]1[CH:51]=[CH:50][CH:49]=[CH:48][CH:47]=1)=[O:43])[NH2:39])[C:30]1[CH:31]=[CH:32][CH:33]=[CH:34][CH:35]=1. The yield is 0.950. (6) The reactants are ClC1C=CC(OC2C=C(F)C(S(=O)(=O)N(CC3C=CC(OC)=CC=3OC)C3SN=CN=3)=CC=2F)=C(C2C=CC3ON=C(N(C(OC(C)(C)C)=O)C(OC(C)(C)C)=O)C=3C=2)C=1.[Cl:61][C:62]1[CH:96]=[CH:95][C:65]([O:66][C:67]2[CH:72]=[CH:71][C:70]([S:73]([N:76](CC3C=CC(OC)=CC=3OC)[C:77]3[N:82]=[CH:81][CH:80]=[CH:79][N:78]=3)(=[O:75])=[O:74])=[CH:69][C:68]=2[F:94])=[C:64]([C:97]2[CH:98]=[CH:99][C:100]3[O:104][C:103](=[O:105])[NH:102][C:101]=3[CH:106]=2)[CH:63]=1. No catalyst specified. The product is [Cl:61][C:62]1[CH:96]=[CH:95][C:65]([O:66][C:67]2[CH:72]=[CH:71][C:70]([S:73]([NH:76][C:77]3[N:82]=[CH:81][CH:80]=[CH:79][N:78]=3)(=[O:74])=[O:75])=[CH:69][C:68]=2[F:94])=[C:64]([C:97]2[CH:98]=[CH:99][C:100]3[O:104][C:103](=[O:105])[NH:102][C:101]=3[CH:106]=2)[CH:63]=1. The yield is 0.500.